From a dataset of Forward reaction prediction with 1.9M reactions from USPTO patents (1976-2016). Predict the product of the given reaction. (1) Given the reactants [NH2:1][C@H:2]([CH2:21][OH:22])[CH2:3][CH2:4][C:5]1[CH:10]=[CH:9][C:8]([NH:11][C:12](=[O:20])[C:13]2[CH:18]=[CH:17][C:16]([Cl:19])=[CH:15][CH:14]=2)=[CH:7][CH:6]=1.C([O-])(=O)C.[Na+].[N:28]#[C:29]Br.[OH-].[Na+], predict the reaction product. The product is: [NH2:28][C:29]1[O:22][CH2:21][C@H:2]([CH2:3][CH2:4][C:5]2[CH:6]=[CH:7][C:8]([NH:11][C:12](=[O:20])[C:13]3[CH:18]=[CH:17][C:16]([Cl:19])=[CH:15][CH:14]=3)=[CH:9][CH:10]=2)[N:1]=1. (2) Given the reactants Br[C:2]1[CH:3]=[N:4][N:5]([CH:7]2[CH2:12][CH2:11][CH2:10][CH2:9][O:8]2)[CH:6]=1.CC1(C)C(C)(C)OB([C:21]2[CH:22]=[C:23]([CH2:27][C:28]([O:30][CH2:31][CH3:32])=[O:29])[CH:24]=[CH:25][CH:26]=2)O1.C(=O)([O-])[O-].[Na+].[Na+].C(OCC)(=O)C, predict the reaction product. The product is: [O:8]1[CH2:9][CH2:10][CH2:11][CH2:12][CH:7]1[N:5]1[CH:6]=[C:2]([C:25]2[CH:24]=[C:23]([CH2:27][C:28]([O:30][CH2:31][CH3:32])=[O:29])[CH:22]=[CH:21][CH:26]=2)[CH:3]=[N:4]1. (3) Given the reactants [Br:1][C:2]1[CH:3]=[C:4]([CH:8]=[C:9]([OH:11])[CH:10]=1)[C:5](O)=[O:6].C1[CH2:16][N:15]([P+](Br)(N2CCCC2)N2CCCC2)[CH2:14]C1.F[P-](F)(F)(F)(F)F.C(N(C(C)C)CC)(C)C.Cl.CNC, predict the reaction product. The product is: [Br:1][C:2]1[CH:3]=[C:4]([CH:8]=[C:9]([OH:11])[CH:10]=1)[C:5]([N:15]([CH3:16])[CH3:14])=[O:6]. (4) Given the reactants [Br:1][C:2]1[CH:27]=[CH:26][C:5]([O:6][C:7]2[CH:12]=[CH:11][CH:10]=[CH:9][C:8]=2[NH:13][S:14]([C:17]2[CH:25]=[CH:24][C:20]([C:21](O)=[O:22])=[CH:19][CH:18]=2)(=[O:16])=[O:15])=[C:4]([Cl:28])[CH:3]=1.[N:29]1([CH2:35][CH2:36][CH2:37][NH2:38])[CH2:34][CH2:33][CH2:32][CH2:31][CH2:30]1, predict the reaction product. The product is: [Br:1][C:2]1[CH:27]=[CH:26][C:5]([O:6][C:7]2[CH:12]=[CH:11][CH:10]=[CH:9][C:8]=2[NH:13][S:14]([C:17]2[CH:25]=[CH:24][C:20]([C:21]([NH:38][CH2:37][CH2:36][CH2:35][N:29]3[CH2:34][CH2:33][CH2:32][CH2:31][CH2:30]3)=[O:22])=[CH:19][CH:18]=2)(=[O:15])=[O:16])=[C:4]([Cl:28])[CH:3]=1. (5) Given the reactants C(O[CH:4]=[C:5]([C:8]#[N:9])[C:6]#[N:7])C.S(O)(O)(=O)=O.[CH3:15][NH:16]N.C([N:20](CC)CC)C, predict the reaction product. The product is: [NH2:20][C:4]1[N:16]([CH3:15])[N:7]=[CH:6][C:5]=1[C:8]#[N:9]. (6) Given the reactants [F:1][C:2]([F:15])([F:14])[S:3]([O:6]S(C(F)(F)F)(=O)=O)(=[O:5])=[O:4].[CH3:16][C:17]([N:20]1[C:24]2[NH:25][C:26](=O)[CH:27]=[C:28]([C:29]([O:31][CH2:32][CH3:33])=[O:30])[C:23]=2[C:22]([CH3:35])=[N:21]1)([CH3:19])[CH3:18], predict the reaction product. The product is: [CH3:19][C:17]([N:20]1[C:24]2[N:25]=[C:26]([O:6][S:3]([C:2]([F:15])([F:14])[F:1])(=[O:5])=[O:4])[CH:27]=[C:28]([C:29]([O:31][CH2:32][CH3:33])=[O:30])[C:23]=2[C:22]([CH3:35])=[N:21]1)([CH3:16])[CH3:18]. (7) Given the reactants C(OC([NH:8][C:9]1[C:14]([C:15](O)=[O:16])=[CH:13][C:12]([Cl:18])=[N:11][CH:10]=1)=O)(C)(C)C.[Cl:19][C:20]1[CH:25]=[CH:24][CH:23]=[CH:22][C:21]=1[C:26](=O)[CH3:27].[OH-].[Na+], predict the reaction product. The product is: [Cl:18][C:12]1[CH:13]=[C:14]2[C:9](=[CH:10][N:11]=1)[NH:8][C:26]([C:21]1[CH:22]=[CH:23][CH:24]=[CH:25][C:20]=1[Cl:19])=[CH:27][C:15]2=[O:16].